The task is: Predict the product of the given reaction.. This data is from Forward reaction prediction with 1.9M reactions from USPTO patents (1976-2016). The product is: [CH:5]([C:4]1[CH:3]=[C:2]([F:1])[C:9]([O:10][C:13]2[CH:20]=[CH:19][C:16]([C:17]#[N:18])=[CH:15][N:14]=2)=[C:8]([F:11])[CH:7]=1)=[O:6]. Given the reactants [F:1][C:2]1[CH:3]=[C:4]([CH:7]=[C:8]([F:11])[C:9]=1[OH:10])[CH:5]=[O:6].Cl[C:13]1[CH:20]=[CH:19][C:16]([C:17]#[N:18])=[CH:15][N:14]=1.C([O-])([O-])=O.[K+].[K+], predict the reaction product.